Dataset: NCI-60 drug combinations with 297,098 pairs across 59 cell lines. Task: Regression. Given two drug SMILES strings and cell line genomic features, predict the synergy score measuring deviation from expected non-interaction effect. (1) Synergy scores: CSS=26.1, Synergy_ZIP=5.87, Synergy_Bliss=6.33, Synergy_Loewe=-83.9, Synergy_HSA=-2.81. Cell line: MDA-MB-231. Drug 2: CC1=C2C(C(=O)C3(C(CC4C(C3C(C(C2(C)C)(CC1OC(=O)C(C(C5=CC=CC=C5)NC(=O)OC(C)(C)C)O)O)OC(=O)C6=CC=CC=C6)(CO4)OC(=O)C)O)C)O. Drug 1: CC1=CC2C(CCC3(C2CCC3(C(=O)C)OC(=O)C)C)C4(C1=CC(=O)CC4)C. (2) Drug 2: C1=CN(C=N1)CC(O)(P(=O)(O)O)P(=O)(O)O. Drug 1: CC(C1=C(C=CC(=C1Cl)F)Cl)OC2=C(N=CC(=C2)C3=CN(N=C3)C4CCNCC4)N. Cell line: A549. Synergy scores: CSS=23.6, Synergy_ZIP=-1.08, Synergy_Bliss=4.37, Synergy_Loewe=-8.19, Synergy_HSA=3.40.